Dataset: Catalyst prediction with 721,799 reactions and 888 catalyst types from USPTO. Task: Predict which catalyst facilitates the given reaction. (1) Reactant: C([O:5][C:6](=[O:41])[CH2:7][C:8]1([C:13]2[CH:18]=[CH:17][C:16]([NH:19][C:20](=[O:40])[CH2:21][C:22]3[CH:38]=[C:37]([CH3:39])[C:25]4[N:26]=[C:27]([NH:29][C:30]5[CH:35]=[CH:34][CH:33]=[CH:32][C:31]=5[CH3:36])[O:28][C:24]=4[CH:23]=3)=[CH:15][CH:14]=2)[CH2:12][CH2:11][CH2:10][CH2:9]1)(C)(C)C.FC(F)(F)C(O)=O.ClCCl. Product: [CH3:39][C:37]1[C:25]2[N:26]=[C:27]([NH:29][C:30]3[CH:35]=[CH:34][CH:33]=[CH:32][C:31]=3[CH3:36])[O:28][C:24]=2[CH:23]=[C:22]([CH2:21][C:20]([NH:19][C:16]2[CH:15]=[CH:14][C:13]([C:8]3([CH2:7][C:6]([OH:41])=[O:5])[CH2:12][CH2:11][CH2:10][CH2:9]3)=[CH:18][CH:17]=2)=[O:40])[CH:38]=1. The catalyst class is: 6. (2) Reactant: [CH3:1][O:2][C:3]1[CH:15]=[C:14]([O:16][CH3:17])[CH:13]=[CH:12][C:4]=1[CH2:5][NH:6][C:7]1[S:8][CH:9]=[CH:10][N:11]=1.C[Si](C)(C)[N-][Si](C)(C)C.[Li+].[C:28]([C:30]1[CH:31]=[C:32]([S:37](Cl)(=[O:39])=[O:38])[CH:33]=[CH:34][C:35]=1[F:36])#[N:29].[Cl-].[NH4+]. Product: [C:28]([C:30]1[CH:31]=[C:32]([S:37]([N:6]([CH2:5][C:4]2[CH:12]=[CH:13][C:14]([O:16][CH3:17])=[CH:15][C:3]=2[O:2][CH3:1])[C:7]2[S:8][CH:9]=[CH:10][N:11]=2)(=[O:39])=[O:38])[CH:33]=[CH:34][C:35]=1[F:36])#[N:29]. The catalyst class is: 7.